From a dataset of Peptide-MHC class II binding affinity with 134,281 pairs from IEDB. Regression. Given a peptide amino acid sequence and an MHC pseudo amino acid sequence, predict their binding affinity value. This is MHC class II binding data. (1) The binding affinity (normalized) is 0.179. The peptide sequence is GETLLRAVESYLLAH. The MHC is HLA-DQA10501-DQB10301 with pseudo-sequence HLA-DQA10501-DQB10301. (2) The peptide sequence is GANYFLQISRVNDLN. The MHC is DRB1_0901 with pseudo-sequence DRB1_0901. The binding affinity (normalized) is 0.674.